This data is from Forward reaction prediction with 1.9M reactions from USPTO patents (1976-2016). The task is: Predict the product of the given reaction. Given the reactants [C:1]([O:4][C@@H:5]1[CH2:9][C@H:8]([C:10]2[N:14]3[C:15]4[C:21]([CH3:22])=[CH:20][N:19]([S:23]([C:26]5[CH:32]=[CH:31][C:29]([CH3:30])=[CH:28][CH:27]=5)(=[O:25])=[O:24])[C:16]=4[N:17]=[CH:18][C:13]3=[CH:12][N:11]=2)[N:7]([C:33](=[O:35])[CH3:34])[CH2:6]1)(=[O:3])[CH3:2].C1C(=O)N([Br:43])C(=O)C1, predict the reaction product. The product is: [C:1]([O:4][C@@H:5]1[CH2:9][C@H:8]([C:10]2[N:14]3[C:15]4[C:21]([CH3:22])=[CH:20][N:19]([S:23]([C:26]5[CH:27]=[CH:28][C:29]([CH3:30])=[CH:31][CH:32]=5)(=[O:24])=[O:25])[C:16]=4[N:17]=[CH:18][C:13]3=[C:12]([Br:43])[N:11]=2)[N:7]([C:33](=[O:35])[CH3:34])[CH2:6]1)(=[O:3])[CH3:2].